Dataset: NCI-60 drug combinations with 297,098 pairs across 59 cell lines. Task: Regression. Given two drug SMILES strings and cell line genomic features, predict the synergy score measuring deviation from expected non-interaction effect. Drug 1: C1=CN(C(=O)N=C1N)C2C(C(C(O2)CO)O)O.Cl. Drug 2: COC1=NC(=NC2=C1N=CN2C3C(C(C(O3)CO)O)O)N. Cell line: SF-539. Synergy scores: CSS=8.68, Synergy_ZIP=-0.0863, Synergy_Bliss=3.79, Synergy_Loewe=-8.73, Synergy_HSA=1.40.